Predict the reaction yield, written as a fraction of the theoretical maximum amount of product (1.0 means a 100% yield; for example, 0.34 means a 34% yield). From a dataset of Reaction yield outcomes from USPTO patents with 853,638 reactions. (1) The reactants are [Si]([O:8][CH2:9][C@H:10]1[C:19]2([CH2:21][CH2:20]2)[C@@H:18]([N:22]2[CH:27]=[CH:26][C:25](=[O:28])[NH:24][C:23]2=[O:29])[C@@H:12]2[O:13]C(C)(C)[O:15][C@H:11]12)(C(C)(C)C)(C)C. The catalyst is C(O)(C(F)(F)F)=O.O. The product is [OH:13][C@@H:12]1[C@H:11]([OH:15])[C@@H:10]([CH2:9][OH:8])[C:19]2([CH2:21][CH2:20]2)[C@H:18]1[N:22]1[CH:27]=[CH:26][C:25](=[O:28])[NH:24][C:23]1=[O:29]. The yield is 0.790. (2) The reactants are [Br:1][C:2]1[CH:3]=[C:4]([N+:12]([O-:14])=[O:13])[C:5]([CH3:11])=[C:6]([CH:10]=1)[C:7]([OH:9])=[O:8].[C:15](=O)([O-])[O-].[Na+].[Na+].CI. The catalyst is CN(C=O)C. The product is [Br:1][C:2]1[CH:3]=[C:4]([N+:12]([O-:14])=[O:13])[C:5]([CH3:11])=[C:6]([CH:10]=1)[C:7]([O:9][CH3:15])=[O:8]. The yield is 0.990.